From a dataset of NCI-60 drug combinations with 297,098 pairs across 59 cell lines. Regression. Given two drug SMILES strings and cell line genomic features, predict the synergy score measuring deviation from expected non-interaction effect. (1) Drug 1: CCC1(CC2CC(C3=C(CCN(C2)C1)C4=CC=CC=C4N3)(C5=C(C=C6C(=C5)C78CCN9C7C(C=CC9)(C(C(C8N6C=O)(C(=O)OC)O)OC(=O)C)CC)OC)C(=O)OC)O.OS(=O)(=O)O. Drug 2: CN1C(=O)N2C=NC(=C2N=N1)C(=O)N. Cell line: MDA-MB-435. Synergy scores: CSS=49.4, Synergy_ZIP=3.20, Synergy_Bliss=2.66, Synergy_Loewe=-43.0, Synergy_HSA=1.04. (2) Drug 1: CCCS(=O)(=O)NC1=C(C(=C(C=C1)F)C(=O)C2=CNC3=C2C=C(C=N3)C4=CC=C(C=C4)Cl)F. Drug 2: C1CCN(CC1)CCOC2=CC=C(C=C2)C(=O)C3=C(SC4=C3C=CC(=C4)O)C5=CC=C(C=C5)O. Cell line: PC-3. Synergy scores: CSS=6.16, Synergy_ZIP=1.91, Synergy_Bliss=6.86, Synergy_Loewe=4.57, Synergy_HSA=5.39.